This data is from Full USPTO retrosynthesis dataset with 1.9M reactions from patents (1976-2016). The task is: Predict the reactants needed to synthesize the given product. Given the product [Cl:26][CH2:25][CH2:24][CH2:23][CH:8]([C:5]1[CH:6]=[CH:7][C:2]([Cl:1])=[CH:3][C:4]=1[C:16]([F:17])([F:18])[F:19])[C:9]([O:11][C:12]([CH3:15])([CH3:14])[CH3:13])=[O:10], predict the reactants needed to synthesize it. The reactants are: [Cl:1][C:2]1[CH:7]=[CH:6][C:5]([CH2:8][C:9]([O:11][C:12]([CH3:15])([CH3:14])[CH3:13])=[O:10])=[C:4]([C:16]([F:19])([F:18])[F:17])[CH:3]=1.[H-].[Na+].Br[CH2:23][CH2:24][CH2:25][Cl:26].